This data is from Full USPTO retrosynthesis dataset with 1.9M reactions from patents (1976-2016). The task is: Predict the reactants needed to synthesize the given product. (1) The reactants are: N(OCCC(C)C)=O.[Br:9][C:10]1[C:16]([F:17])=[CH:15][C:13](N)=[C:12]([O:18][CH3:19])[CH:11]=1.[ClH:20]. Given the product [Br:9][C:10]1[C:16]([F:17])=[CH:15][C:13]([Cl:20])=[C:12]([O:18][CH3:19])[CH:11]=1, predict the reactants needed to synthesize it. (2) Given the product [O:38]=[C:11]([N:12]1[C:20]2[C:15](=[CH:16][C:17]([O:21][CH2:22][C:23]3[CH:24]=[N:25][N:26]([C:32]4[CH:33]=[CH:34][CH:35]=[CH:36][CH:37]=4)[C:27]=3[C:28]([F:31])([F:30])[F:29])=[CH:18][CH:19]=2)[CH2:14][CH2:13]1)[CH2:10][NH:9][CH2:8][CH2:7][C:6]([OH:46])=[O:5], predict the reactants needed to synthesize it. The reactants are: C([O:5][C:6](=[O:46])[CH2:7][CH2:8][N:9](C(OC(C)(C)C)=O)[CH2:10][C:11](=[O:38])[N:12]1[C:20]2[C:15](=[CH:16][C:17]([O:21][CH2:22][C:23]3[CH:24]=[N:25][N:26]([C:32]4[CH:37]=[CH:36][CH:35]=[CH:34][CH:33]=4)[C:27]=3[C:28]([F:31])([F:30])[F:29])=[CH:18][CH:19]=2)[CH2:14][CH2:13]1)(C)(C)C.